The task is: Predict the product of the given reaction.. This data is from Forward reaction prediction with 1.9M reactions from USPTO patents (1976-2016). Given the reactants [Br:1][C:2]1[CH:3]=[CH:4][C:5]([N:10]=[C:11]2[CH2:15][CH2:14][CH2:13][N:12]2[CH2:16][C:17]2[CH:22]=[CH:21][C:20]([F:23])=[CH:19][CH:18]=2)=[C:6]([CH:9]=1)[C:7]#[N:8].C([N-]C(C)C)(C)C.[Li+], predict the reaction product. The product is: [Br:1][C:2]1[CH:9]=[C:6]2[C:5](=[CH:4][CH:3]=1)[N:10]=[C:11]1[N:12]([CH2:16][C:17]3[CH:18]=[CH:19][C:20]([F:23])=[CH:21][CH:22]=3)[CH2:13][CH2:14][C:15]1=[C:7]2[NH2:8].